Dataset: Full USPTO retrosynthesis dataset with 1.9M reactions from patents (1976-2016). Task: Predict the reactants needed to synthesize the given product. (1) Given the product [Cl:13][C:14]1[CH:22]=[N:21][CH:20]=[CH:19][C:15]=1[C:16]([NH:1][C:2]1[CH:7]=[C:6]([C:8]([F:9])([F:10])[F:11])[CH:5]=[CH:4][C:3]=1[OH:12])=[O:17], predict the reactants needed to synthesize it. The reactants are: [NH2:1][C:2]1[CH:7]=[C:6]([C:8]([F:11])([F:10])[F:9])[CH:5]=[CH:4][C:3]=1[OH:12].[Cl:13][C:14]1[CH:22]=[N:21][CH:20]=[CH:19][C:15]=1[C:16](O)=[O:17].CCN=C=NCCCN(C)C. (2) Given the product [CH3:40][N:38]1[CH:39]=[C:35]([C:5]2[C:4]3[CH:3]=[C:2]4[C:10](=[CH:9][C:8]=3[N:7]([C:16]([C:23]3[CH:24]=[CH:25][CH:26]=[CH:27][CH:28]=3)([C:17]3[CH:18]=[CH:19][CH:20]=[CH:21][CH:22]=3)[C:29]3[CH:30]=[CH:31][CH:32]=[CH:33][CH:34]=3)[N:6]=2)[NH:11][C:12](=[O:15])[CH:13]=[CH:14]4)[CH:36]=[N:37]1, predict the reactants needed to synthesize it. The reactants are: Br[C:2]1[CH:3]=[C:4]2[C:8](=[CH:9][C:10]=1[NH:11][C:12](=[O:15])[CH:13]=[CH2:14])[N:7]([C:16]([C:29]1[CH:34]=[CH:33][CH:32]=[CH:31][CH:30]=1)([C:23]1[CH:28]=[CH:27][CH:26]=[CH:25][CH:24]=1)[C:17]1[CH:22]=[CH:21][CH:20]=[CH:19][CH:18]=1)[N:6]=[C:5]2[C:35]1[CH:36]=[N:37][N:38]([CH3:40])[CH:39]=1.P(C(C)(C)C)(C(C)(C)C)C(C)(C)C.[H+].[B-](F)(F)(F)F.C1(C(N)C2CCCCC2)CCCCC1. (3) Given the product [NH3:5].[CH2:63]([Cl:65])[Cl:64].[C:15]1([C:21]2[CH:22]=[CH:23][CH:24]=[CH:25][CH:26]=2)[CH:20]=[CH:19][C:18]([O:1][CH:2]2[CH2:3][CH2:4][NH:5][CH2:6][CH2:7]2)=[CH:17][CH:16]=1, predict the reactants needed to synthesize it. The reactants are: [OH:1][CH:2]1[CH2:7][CH2:6][N:5](C(OC(C)(C)C)=O)[CH2:4][CH2:3]1.[C:15]1([C:21]2[CH:26]=[CH:25][C:24](O)=[CH:23][CH:22]=2)[CH:20]=[CH:19][CH:18]=[CH:17][CH:16]=1.C1(P(C2C=CC=CC=2)C2C=CC=CC=2)C=CC=CC=1.N(C(OC(C)(C)C)=O)=NC(OC(C)(C)C)=O.[CH2:63]([Cl:65])[Cl:64]. (4) Given the product [F:1][C:2]1[CH:3]=[CH:4][C:5]([S:8]([N:11]([CH2:13][C:14]([OH:16])=[O:15])[CH3:12])(=[O:9])=[O:10])=[CH:6][CH:7]=1, predict the reactants needed to synthesize it. The reactants are: [F:1][C:2]1[CH:7]=[CH:6][C:5]([S:8]([N:11]([CH2:13][C:14]([O:16]CC)=[O:15])[CH3:12])(=[O:10])=[O:9])=[CH:4][CH:3]=1.[Li+].[OH-]. (5) Given the product [NH2:30][C:26]1[CH:25]=[C:24]2[C:29](=[CH:28][CH:27]=1)[N:21]([C:2]1[N:3]=[C:4]([O:7][CH:8]3[CH2:13][CH2:12][N:11]([C:14]([O:16][C:17]([CH3:20])([CH3:19])[CH3:18])=[O:15])[CH2:10][CH2:9]3)[S:5][CH:6]=1)[CH:22]=[CH:23]2, predict the reactants needed to synthesize it. The reactants are: Br[C:2]1[N:3]=[C:4]([O:7][CH:8]2[CH2:13][CH2:12][N:11]([C:14]([O:16][C:17]([CH3:20])([CH3:19])[CH3:18])=[O:15])[CH2:10][CH2:9]2)[S:5][CH:6]=1.[NH:21]1[C:29]2[C:24](=[CH:25][C:26]([NH:30]C(=O)OC(C)(C)C)=[CH:27][CH:28]=2)[CH:23]=[CH:22]1.